This data is from Catalyst prediction with 721,799 reactions and 888 catalyst types from USPTO. The task is: Predict which catalyst facilitates the given reaction. Reactant: [O:1]=[C:2]1[C:6]2([CH2:11][CH2:10][N:9]([C:12]([O:14][C:15]([CH3:18])([CH3:17])[CH3:16])=[O:13])[CH2:8][CH2:7]2)[CH2:5][CH2:4][NH:3]1.I[CH3:20].[H-].[Na+]. Product: [CH3:20][N:3]1[CH2:4][CH2:5][C:6]2([CH2:11][CH2:10][N:9]([C:12]([O:14][C:15]([CH3:18])([CH3:17])[CH3:16])=[O:13])[CH2:8][CH2:7]2)[C:2]1=[O:1]. The catalyst class is: 1.